From a dataset of Catalyst prediction with 721,799 reactions and 888 catalyst types from USPTO. Predict which catalyst facilitates the given reaction. Reactant: [CH3:1][N:2]1[CH2:7][CH2:6][NH:5][CH2:4][CH2:3]1.Cl[C:9]1[C:14]([N+:15]([O-:17])=[O:16])=[C:13]([NH2:18])[CH:12]=[CH:11][N:10]=1. Product: [CH3:1][N:2]1[CH2:7][CH2:6][N:5]([C:9]2[C:14]([N+:15]([O-:17])=[O:16])=[C:13]([NH2:18])[CH:12]=[CH:11][N:10]=2)[CH2:4][CH2:3]1. The catalyst class is: 6.